Task: Predict the reactants needed to synthesize the given product.. Dataset: Full USPTO retrosynthesis dataset with 1.9M reactions from patents (1976-2016) (1) Given the product [C:17]1([C:20]2[CH:21]=[CH:22][CH:23]=[CH:24][CH:25]=2)[CH:18]=[CH:19][C:14]([C:5]2[CH:4]=[C:3]([OH:2])[N:7]([C:8]3[N:9]=[CH:10][CH:11]=[CH:12][N:13]=3)[N:6]=2)=[CH:15][CH:16]=1, predict the reactants needed to synthesize it. The reactants are: C(=O)(OC(C)(C)C)[O:2][C:3]1[N:7]([C:8]2[N:13]=[CH:12][CH:11]=[CH:10][N:9]=2)[N:6]=[C:5]([C:14]2[CH:19]=[CH:18][C:17]([C:20]3[CH:25]=[CH:24][CH:23]=[CH:22][CH:21]=3)=[CH:16][CH:15]=2)[CH:4]=1.C(=O)(OC(C)(C)C)OC1N(C2C=CC=CN=2)N=C(C2C=CC(C3C=CC=CC=3)=CC=2)C=1. (2) Given the product [NH2:1][C:2]([C@:4]1([CH3:30])[CH2:8][CH2:7][C@H:6]([C:9]2[CH:14]=[CH:13][C:12]([OH:15])=[CH:11][CH:10]=2)[N:5]1[C:23]([O:25][C:26]([CH3:29])([CH3:28])[CH3:27])=[O:24])=[O:3], predict the reactants needed to synthesize it. The reactants are: [NH2:1][C:2]([C@:4]1([CH3:30])[CH2:8][CH2:7][C@H:6]([C:9]2[CH:14]=[CH:13][C:12]([O:15]CC3C=CC=CC=3)=[CH:11][CH:10]=2)[N:5]1[C:23]([O:25][C:26]([CH3:29])([CH3:28])[CH3:27])=[O:24])=[O:3]. (3) Given the product [F:12][C:13]1[CH:18]=[CH:17][C:16]([S:19]([NH:10][C:7]2[C:6]([CH3:11])=[CH:5][C:4]([CH:1]([CH3:3])[CH3:2])=[CH:9][N:8]=2)(=[O:21])=[O:20])=[CH:15][CH:14]=1, predict the reactants needed to synthesize it. The reactants are: [CH:1]([C:4]1[CH:5]=[C:6]([CH3:11])[C:7]([NH2:10])=[N:8][CH:9]=1)([CH3:3])[CH3:2].[F:12][C:13]1[CH:18]=[CH:17][C:16]([S:19](Cl)(=[O:21])=[O:20])=[CH:15][CH:14]=1. (4) Given the product [C:56]([C@:5]1([CH3:55])[CH2:6][C@@H:7]2[C@@:2]([CH3:1])([CH2:24][CH2:23][C@:22]3([CH3:25])[C:8]2=[CH:9][C:10](=[O:11])[C@H:12]2[C@@:21]3([CH3:26])[CH2:20][CH2:19][C@@H:18]3[C@:13]2([CH3:54])[CH2:14][CH2:15][C@H:16]([O:29][C:30](=[O:35])[CH2:31][C:60]([CH3:65])([CH3:59])[C:61]([OH:63])=[O:62])[C:17]3([CH3:28])[CH3:27])[CH2:3][CH2:4]1)([OH:58])=[O:57], predict the reactants needed to synthesize it. The reactants are: [CH3:1][C@@:2]12[CH2:24][CH2:23][C@:22]3([CH3:25])[C:8](=[CH:9][C:10]([C@H:12]4[C@@:21]3([CH3:26])[CH2:20][CH2:19][C@@H:18]3[C@:13]4([CH3:54])[CH2:14][CH2:15][C@H:16]([O:29][C@H:30]4[O:35][C@H](C(O)=O)[C@@H](O)[C@H](O)[C@H:31]4O[C@@H]4O[C@H](C(O)=O)[C@@H](O)[C@H](O)[C@H]4O)[C:17]3([CH3:28])[CH3:27])=[O:11])[C@@H:7]1[CH2:6][C@:5]([C:56]([OH:58])=[O:57])([CH3:55])[CH2:4][CH2:3]2.[CH3:59][C:60]1(C)[CH2:65]C(=O)[O:63][C:61]1=[O:62].Cl. (5) Given the product [Cl:15][C:9]1[C:4]2[CH:3]=[C:2]([F:1])[N:12]=[CH:11][C:5]=2[N:6]=[CH:7][N:8]=1, predict the reactants needed to synthesize it. The reactants are: [F:1][C:2]1[N:12]=[CH:11][C:5]2[N:6]=[CH:7][NH:8][C:9](=O)[C:4]=2[CH:3]=1.S(Cl)([Cl:15])=O. (6) Given the product [Cl:13][C:14]1[C:15]2[N:16]([C:2](=[O:4])[NH:28][N:27]=2)[N:17]=[CH:18][C:19]=1[C:20]1[CH:21]=[CH:22][C:23]([CH3:26])=[CH:24][CH:25]=1, predict the reactants needed to synthesize it. The reactants are: Cl[C:2](Cl)([O:4]C(=O)OC(Cl)(Cl)Cl)Cl.[Cl:13][C:14]1[C:19]([C:20]2[CH:25]=[CH:24][C:23]([CH3:26])=[CH:22][CH:21]=2)=[CH:18][N:17]=[N:16][C:15]=1[NH:27][NH2:28].ClC1N=NC=C(C2C=CC(C)=CC=2)C=1NN. (7) Given the product [CH3:1][O:2][C:3]([NH:5][C@@H:6]([CH:7]([CH3:9])[CH3:8])[C:10]([N:12]1[CH2:16][C@@H:15]([CH3:17])[CH2:14][C@H:13]1[C:18]1[NH:22][C:21]2[C:23]3[C:28]([CH:29]=[CH:30][C:20]=2[N:19]=1)=[CH:27][C:26]1[C:31]2[C:36]([CH2:37][O:38][C:25]=1[CH:24]=3)=[CH:35][C:34]([C:39]1[NH:43][C:42]([C@@H:44]3[CH2:48][CH2:47][CH2:46][N:45]3[C:49](=[O:50])[C@H:62]([NH:61][C:59](=[O:60])[O:58][CH3:57])[C:66]3[CH:71]=[CH:70][CH:69]=[CH:68][CH:67]=3)=[N:41][CH:40]=1)=[CH:33][CH:32]=2)=[O:11])=[O:4], predict the reactants needed to synthesize it. The reactants are: [CH3:1][O:2][C:3]([NH:5][C@H:6]([C:10]([N:12]1[CH2:16][C@@H:15]([CH3:17])[CH2:14][C@H:13]1[C:18]1[NH:22][C:21]2[C:23]3[C:28]([CH:29]=[CH:30][C:20]=2[N:19]=1)=[CH:27][C:26]1[C:31]2[C:36]([CH2:37][O:38][C:25]=1[CH:24]=3)=[CH:35][C:34]([C:39]1[NH:43][C:42]([C@@H:44]3[CH2:48][CH2:47][CH2:46][N:45]3[C:49](OC(C)(C)C)=[O:50])=[N:41][CH:40]=1)=[CH:33][CH:32]=2)=[O:11])[CH:7]([CH3:9])[CH3:8])=[O:4].Cl.[CH3:57][O:58][C:59]([NH:61][C@H:62]([C:66]1[CH:71]=[CH:70][CH:69]=[CH:68][CH:67]=1)C(O)=O)=[O:60].CCOC(C(C#N)=NOC(N1CCOCC1)=[N+](C)C)=O.F[P-](F)(F)(F)(F)F.CCN(C(C)C)C(C)C. (8) Given the product [C:1]([NH:6][CH:7]([C:13]([OH:15])=[O:14])[CH2:8][CH2:9][S:20][CH3:19])(=[O:5])[C:2]([CH3:4])=[CH2:3], predict the reactants needed to synthesize it. The reactants are: [C:1]([NH:6][C@H:7]([C:13]([OH:15])=[O:14])[CH2:8][CH2:9]C(O)=O)(=[O:5])[C:2]([CH3:4])=[CH2:3].NC(C(O)=O)C[CH2:19][S:20]C.[OH-].[Na+].C(Cl)(=O)C(C)=C. (9) Given the product [O:1]([C:8]1[CH:9]=[CH:10][C:11]([O:12][C:13]2[CH:18]=[CH:17][N:16]=[CH:15][C:14]=2[C:19]2[CH:20]=[C:21]([CH:22]=[CH:23][CH:24]=2)[CH2:25][NH:26][C:29](=[O:33])/[CH:30]=[CH:31]/[CH3:32])=[CH:27][CH:28]=1)[C:2]1[CH:7]=[CH:6][CH:5]=[CH:4][CH:3]=1, predict the reactants needed to synthesize it. The reactants are: [O:1]([C:8]1[CH:28]=[CH:27][C:11]([O:12][C:13]2[CH:18]=[CH:17][N:16]=[CH:15][C:14]=2[C:19]2[CH:20]=[C:21]([CH2:25][NH2:26])[CH:22]=[CH:23][CH:24]=2)=[CH:10][CH:9]=1)[C:2]1[CH:7]=[CH:6][CH:5]=[CH:4][CH:3]=1.[C:29](O)(=[O:33])/[CH:30]=[CH:31]/[CH3:32]. (10) Given the product [C:3]([O:7][C:8]([N:10]1[CH2:15][CH2:14][CH2:13][C@H:12]([C@H:16]([OH:19])[CH2:17][CH3:18])[CH2:11]1)=[O:9])([CH3:6])([CH3:5])[CH3:4], predict the reactants needed to synthesize it. The reactants are: [OH-].[Na+].[C:3]([O:7][C:8]([N:10]1[CH2:15][CH2:14][CH2:13][C@H:12]([C@H:16]([O:19]C(=O)C2C=CC=CC=2)[CH2:17][CH3:18])[CH2:11]1)=[O:9])([CH3:6])([CH3:5])[CH3:4].